Dataset: Forward reaction prediction with 1.9M reactions from USPTO patents (1976-2016). Task: Predict the product of the given reaction. (1) Given the reactants [CH2:1]([N:8]([CH2:14][C:15]1([OH:28])[CH2:20][CH2:19][N:18]([C:21]([O:23][C:24]([CH3:27])([CH3:26])[CH3:25])=[O:22])[CH2:17][CH2:16]1)[C:9]([CH3:13])([CH3:12])[CH2:10]O)[C:2]1[CH:7]=[CH:6][CH:5]=[CH:4][CH:3]=1.C(N(CC)C(C)C)(C)C.CS(OS(C)(=O)=O)(=O)=O, predict the reaction product. The product is: [CH2:1]([N:8]1[C:9]([CH3:13])([CH3:10])[CH2:12][O:28][C:15]2([CH2:16][CH2:17][N:18]([C:21]([O:23][C:24]([CH3:25])([CH3:26])[CH3:27])=[O:22])[CH2:19][CH2:20]2)[CH2:14]1)[C:2]1[CH:7]=[CH:6][CH:5]=[CH:4][CH:3]=1. (2) Given the reactants [CH:1](NC(C)C)(C)C.[Li+].CCC[CH2-].[O:13]1[CH2:18][CH2:17][CH:16]([C:19]([OH:21])=[O:20])[CH2:15][CH2:14]1.CI.C(O)(=O)CC(CC(O)=O)(C(O)=O)O, predict the reaction product. The product is: [CH3:1][C:16]1([C:19]([OH:21])=[O:20])[CH2:17][CH2:18][O:13][CH2:14][CH2:15]1.